This data is from Catalyst prediction with 721,799 reactions and 888 catalyst types from USPTO. The task is: Predict which catalyst facilitates the given reaction. (1) Reactant: [OH:1][CH:2]([CH:6]([CH3:8])[CH3:7])[C:3](O)=[O:4].CCN(C(C)C)C(C)C.CN(C(ON1N=NC2C=CC=NC1=2)=[N+](C)C)C.F[P-](F)(F)(F)(F)F.[CH3:42][N:43]1[C:52]2[C:47](=[CH:48][N:49]=[C:50]([CH3:53])[CH:51]=2)[CH:46]=[C:45]([C:54]2[CH:55]=[C:56]([NH:61]/[C:62](/[NH2:65])=[N:63]/O)[CH:57]=[CH:58][C:59]=2[CH3:60])[C:44]1=[O:66]. Product: [OH:1][CH:2]([C:3]1[O:4][N:63]=[C:62]([NH:61][C:56]2[CH:57]=[CH:58][C:59]([CH3:60])=[C:54]([C:45]3[C:44](=[O:66])[N:43]([CH3:42])[C:52]4[C:47]([CH:46]=3)=[CH:48][N:49]=[C:50]([CH3:53])[CH:51]=4)[CH:55]=2)[N:65]=1)[CH:6]([CH3:8])[CH3:7]. The catalyst class is: 3. (2) Reactant: [NH2:1][C:2]1[C:7]([CH2:8][OH:9])=[CH:6][CH:5]=[CH:4][N:3]=1.N1C=CN=C1.[C:15]([Si:19](Cl)([C:26]1[CH:31]=[CH:30][CH:29]=[CH:28][CH:27]=1)[C:20]1[CH:25]=[CH:24][CH:23]=[CH:22][CH:21]=1)([CH3:18])([CH3:17])[CH3:16]. Product: [Si:19]([O:9][CH2:8][C:7]1[C:2]([NH2:1])=[N:3][CH:4]=[CH:5][CH:6]=1)([C:15]([CH3:18])([CH3:17])[CH3:16])([C:26]1[CH:27]=[CH:28][CH:29]=[CH:30][CH:31]=1)[C:20]1[CH:25]=[CH:24][CH:23]=[CH:22][CH:21]=1. The catalyst class is: 3. (3) Reactant: ClC(Cl)(O[C:5](=O)[O:6][C:7](Cl)(Cl)Cl)Cl.[CH:13]1([NH2:16])[CH2:15][CH2:14]1.C(N(CC)C(C)C)(C)C.FC(F)(F)[C:28](O)=[O:29].[CH3:33][N:34]([CH2:57][CH2:58][NH:59][CH3:60])[C:35]([C:37]1[CH:38]=[C:39]2[C:47](=[CH:48][CH:49]=1)[N:46]([CH3:50])[C:45]1[CH2:44][CH2:43][CH:42]([CH:51]3[CH2:56]COC[CH2:52]3)[CH2:41][C:40]2=1)=[O:36]. Product: [CH:13]1([NH:16][C:28](=[O:29])[N:59]([CH2:58][CH2:57][N:34]([CH3:33])[C:35]([C:37]2[CH:38]=[C:39]3[C:47](=[CH:48][CH:49]=2)[N:46]([CH3:50])[C:45]2[CH2:44][CH2:43][CH:42]([CH:51]4[CH2:56][CH2:5][O:6][CH2:7][CH2:52]4)[CH2:41][C:40]3=2)=[O:36])[CH3:60])[CH2:15][CH2:14]1. The catalyst class is: 4. (4) Reactant: C[O:2][C:3]1[CH:4]=[C:5]2[C:10](=[CH:11][CH:12]=1)[CH:9]([C:13]1[CH:22]=[CH:21][C:20]3[C:15](=[CH:16][CH:17]=[CH:18][CH:19]=3)[CH:14]=1)[N:8]([C:23]1[CH:28]=[CH:27][CH:26]=[CH:25][CH:24]=1)[CH2:7][CH2:6]2.C(Cl)Cl. Product: [CH:14]1[C:15]2[C:20](=[CH:19][CH:18]=[CH:17][CH:16]=2)[CH:21]=[CH:22][C:13]=1[CH:9]1[C:10]2[C:5](=[CH:4][C:3]([OH:2])=[CH:12][CH:11]=2)[CH2:6][CH2:7][N:8]1[C:23]1[CH:28]=[CH:27][CH:26]=[CH:25][CH:24]=1. The catalyst class is: 100. (5) Reactant: [CH2:1]([O:3][C:4](=[O:12])[C:5]1[CH:10]=[CH:9][C:8]([NH2:11])=[CH:7][CH:6]=1)[CH3:2].[F:13][C:14]1[CH:15]=[CH:16][C:17]([CH3:22])=[C:18]([CH:21]=1)[CH:19]=O. Product: [CH2:1]([O:3][C:4](=[O:12])[C:5]1[CH:10]=[CH:9][C:8]([N:11]=[CH:19][C:18]2[CH:21]=[C:14]([F:13])[CH:15]=[CH:16][C:17]=2[CH3:22])=[CH:7][CH:6]=1)[CH3:2]. The catalyst class is: 8. (6) Reactant: [Cl:1][C:2]1[CH:31]=[N:30][C:5]2[N:6]([S:21]([C:24]3[CH:29]=[CH:28][CH:27]=[CH:26][CH:25]=3)(=[O:23])=[O:22])[C:7]3[C:12]([C:4]=2[CH:3]=1)=[CH:11][C:10]([C:13]1[CH:18]=[CH:17][C:16]([O:19]C)=[CH:15][CH:14]=1)=[CH:9][CH:8]=3.B(Br)(Br)Br.O. Product: [Cl:1][C:2]1[CH:31]=[N:30][C:5]2[N:6]([S:21]([C:24]3[CH:29]=[CH:28][CH:27]=[CH:26][CH:25]=3)(=[O:23])=[O:22])[C:7]3[C:12]([C:4]=2[CH:3]=1)=[CH:11][C:10]([C:13]1[CH:18]=[CH:17][C:16]([OH:19])=[CH:15][CH:14]=1)=[CH:9][CH:8]=3. The catalyst class is: 2. (7) Reactant: [CH:1]1[C:6]([NH2:7])=[CH:5][CH:4]=[C:3]([OH:8])[CH:2]=1.[C:9]1([S:15](Cl)(=[O:17])=[O:16])[CH:14]=[CH:13][CH:12]=[CH:11][CH:10]=1. Product: [C:9]1([S:15]([NH:7][C:6]2[CH:5]=[CH:4][C:3]([OH:8])=[CH:2][CH:1]=2)(=[O:17])=[O:16])[CH:14]=[CH:13][CH:12]=[CH:11][CH:10]=1. The catalyst class is: 17.